From a dataset of In vitro SARS-CoV-2 activity screen of 1,480 approved drugs from Prestwick library. Binary Classification. Given a drug SMILES string, predict its activity (active/inactive) in a high-throughput screening assay against a specified biological target. (1) The compound is CC(=O)Nc1ccccc1. The result is 0 (inactive). (2) The result is 0 (inactive). The compound is CC#CCn1c(N2CCC[C@@H](N)C2)nc2c1c(=O)n(Cc1nc(C)c3ccccc3n1)c(=O)n2C. (3) The compound is N[C@@H](C(=O)N[C@@H]1C(=O)N2C(C(=O)O)=C(Cl)CC[C@H]12)c1ccccc1. The result is 0 (inactive). (4) The molecule is Cl.O.O=C(O)c1cn(C2CC2)c2cc(N3CCNCC3)c(F)cc2c1=O. The result is 0 (inactive). (5) The compound is CC(=O)Oc1c(C)cccc1C(=O)O. The result is 0 (inactive). (6) The molecule is CCN(CC)C(=O)N[C@H]1C=C2c3cccc4[nH]cc(c34)C[C@H]2N(C)C1. The result is 0 (inactive). (7) The molecule is CN(C)CCCN1c2ccccc2CCc2ccccc21.Cl. The result is 0 (inactive).